Dataset: Forward reaction prediction with 1.9M reactions from USPTO patents (1976-2016). Task: Predict the product of the given reaction. (1) Given the reactants [NH2:1][C:2]1[C:3]([F:22])=[C:4]([C:18]([F:21])=[CH:19][CH:20]=1)[C:5]([C:7]1[C:15]2[C:10](=[N:11][CH:12]=[C:13]([C:16]#[N:17])[CH:14]=2)[NH:9][CH:8]=1)=[O:6].[CH3:23][N:24]([CH3:29])[S:25](Cl)(=[O:27])=[O:26], predict the reaction product. The product is: [C:16]([C:13]1[CH:14]=[C:15]2[C:7]([C:5]([C:4]3[C:3]([F:22])=[C:2]([NH:1][S:25]([N:24]([CH3:29])[CH3:23])(=[O:27])=[O:26])[CH:20]=[CH:19][C:18]=3[F:21])=[O:6])=[CH:8][NH:9][C:10]2=[N:11][CH:12]=1)#[N:17]. (2) The product is: [CH2:1]([S:23][C:20]1[N:21]=[N:22][C:17]([C:11]2[CH:12]=[CH:13][C:14]([CH3:16])=[CH:15][C:10]=2[CH3:9])=[CH:18][CH:19]=1)[C:2]1[CH:7]=[CH:6][CH:5]=[CH:4][CH:3]=1. Given the reactants [CH2:1](Br)[C:2]1[CH:7]=[CH:6][CH:5]=[CH:4][CH:3]=1.[CH3:9][C:10]1[CH:15]=[C:14]([CH3:16])[CH:13]=[CH:12][C:11]=1[C:17]1[CH:18]=[CH:19][C:20](=[S:23])[NH:21][N:22]=1, predict the reaction product. (3) Given the reactants [OH-].[K+].[CH3:3][C:4]1([CH3:36])[CH2:7][C:6]([C:14]2[CH:23]=[C:22]([O:24][CH2:25][C:26]3[CH:35]=[CH:34][C:33]4[C:28](=[CH:29][CH:30]=[CH:31][CH:32]=4)[N:27]=3)[CH:21]=[CH:20][C:15]=2[C:16]([O:18]C)=[O:17])([C:8]2[CH:13]=[CH:12][CH:11]=[CH:10][CH:9]=2)[CH2:5]1.Cl, predict the reaction product. The product is: [CH3:3][C:4]1([CH3:36])[CH2:5][C:6]([C:14]2[CH:23]=[C:22]([O:24][CH2:25][C:26]3[CH:35]=[CH:34][C:33]4[C:28](=[CH:29][CH:30]=[CH:31][CH:32]=4)[N:27]=3)[CH:21]=[CH:20][C:15]=2[C:16]([OH:18])=[O:17])([C:8]2[CH:9]=[CH:10][CH:11]=[CH:12][CH:13]=2)[CH2:7]1.